Dataset: Catalyst prediction with 721,799 reactions and 888 catalyst types from USPTO. Task: Predict which catalyst facilitates the given reaction. (1) Reactant: [Cl:1][C:2]1[CH:7]=[CH:6][CH:5]=[C:4]([F:8])[C:3]=1[CH2:9][C:10]#[N:11].C[O-:13].[Na+].[C:15]1([CH3:21])C=CC=CC=1. Product: [C:15]([CH:9]([C:3]1[C:4]([F:8])=[CH:5][CH:6]=[CH:7][C:2]=1[Cl:1])[C:10]#[N:11])(=[O:13])[CH3:21]. The catalyst class is: 13. (2) Reactant: [CH3:1][C:2]1[CH:7]=[CH:6][C:5]([CH3:8])=[CH:4][C:3]=1[O:9][CH2:10][CH:11]1[CH2:16][CH2:15][N:14]([S:17]([CH3:20])(=[O:19])=[O:18])[CH2:13][CH2:12]1.[Li+].C[Si]([N-][Si](C)(C)C)(C)C.P(Cl)(OCC)(OCC)=O.[F:40][C:41]1[CH:48]=[CH:47][C:44]([CH:45]=O)=[CH:43][CH:42]=1.[Cl-].[NH4+]. Product: [CH3:1][C:2]1[CH:7]=[CH:6][C:5]([CH3:8])=[CH:4][C:3]=1[O:9][CH2:10][CH:11]1[CH2:12][CH2:13][N:14]([S:17](/[CH:20]=[CH:45]/[C:44]2[CH:47]=[CH:48][C:41]([F:40])=[CH:42][CH:43]=2)(=[O:19])=[O:18])[CH2:15][CH2:16]1. The catalyst class is: 1. (3) Reactant: [Br:1][C:2]1[CH:3]=[C:4]([CH:8]=[C:9]([Cl:11])[CH:10]=1)[C:5](O)=[O:6].[N:12]1C=CC=CC=1.CC(OC(OC(OC(C)(C)C)=O)=O)(C)C. Product: [Br:1][C:2]1[CH:3]=[C:4]([CH:8]=[C:9]([Cl:11])[CH:10]=1)[C:5]([NH2:12])=[O:6]. The catalyst class is: 23. (4) Reactant: [CH3:1][O:2][C:3]1[CH:4]=[C:5]([CH2:11][CH2:12][NH:13][C:14](=O)[CH2:15][CH2:16][C:17]2[CH:22]=[CH:21][C:20]([F:23])=[CH:19][CH:18]=2)[CH:6]=[C:7]([O:9][CH3:10])[CH:8]=1.O=P(Cl)(Cl)Cl.[BH4-].[Na+].O. Product: [F:23][C:20]1[CH:21]=[CH:22][C:17]([CH2:16][CH2:15][CH:14]2[C:4]3[C:5](=[CH:6][C:7]([O:9][CH3:10])=[CH:8][C:3]=3[O:2][CH3:1])[CH2:11][CH2:12][NH:13]2)=[CH:18][CH:19]=1. The catalyst class is: 881. (5) Reactant: [NH:1]1[C:5]([C:6]2[C:14]3[C:9](=[CH:10][CH:11]=[C:12]([NH:15][C:16]([CH:18]4[CH2:22][CH2:21][N:20]([CH2:23][C:24](=[O:43])[N:25]5[CH2:30][CH2:29][N:28]([C:31]6[CH:36]=[CH:35][C:34]([C:37]7[N:42]=[CH:41][CH:40]=[CH:39][N:38]=7)=[CH:33][CH:32]=6)[CH2:27][CH2:26]5)[CH2:19]4)=[O:17])[CH:13]=3)[N:8](COCC[Si](C)(C)C)[N:7]=2)=[N:4][N:3]=[N:2]1.C(O)(C(F)(F)F)=O. Product: [NH:4]1[C:5]([C:6]2[C:14]3[C:9](=[CH:10][CH:11]=[C:12]([NH:15][C:16]([CH:18]4[CH2:22][CH2:21][N:20]([CH2:23][C:24](=[O:43])[N:25]5[CH2:30][CH2:29][N:28]([C:31]6[CH:32]=[CH:33][C:34]([C:37]7[N:38]=[CH:39][CH:40]=[CH:41][N:42]=7)=[CH:35][CH:36]=6)[CH2:27][CH2:26]5)[CH2:19]4)=[O:17])[CH:13]=3)[NH:8][N:7]=2)=[N:1][N:2]=[N:3]1. The catalyst class is: 2. (6) Reactant: [S:1](Cl)([CH3:4])(=[O:3])=[O:2].[CH3:6][N:7]1[CH2:12][CH2:11][N:10]([C:13]2[CH:18]=[CH:17][C:16]([N+:19]([O-:21])=[O:20])=[C:15]([O:22][CH:23]([CH3:25])[CH3:24])[CH:14]=2)[CH2:9][CH:8]1[CH2:26][CH2:27][OH:28]. Product: [CH3:4][S:1]([O:28][CH2:27][CH2:26][CH:8]1[CH2:9][N:10]([C:13]2[CH:18]=[CH:17][C:16]([N+:19]([O-:21])=[O:20])=[C:15]([O:22][CH:23]([CH3:24])[CH3:25])[CH:14]=2)[CH2:11][CH2:12][N:7]1[CH3:6])(=[O:3])=[O:2]. The catalyst class is: 272. (7) Reactant: C([O:3][C:4](=[O:31])[CH2:5][CH2:6][N:7]([C:9]([C@H:11]1[CH2:16][CH2:15][C@H:14]([CH2:17][CH2:18][N:19]([C:21]([O:23][C:24]2[CH:29]=[CH:28][C:27]([Cl:30])=[CH:26][CH:25]=2)=[O:22])[CH3:20])[CH2:13][CH2:12]1)=[O:10])[CH3:8])C.[Li+].[OH-]. Product: [Cl:30][C:27]1[CH:28]=[CH:29][C:24]([O:23][C:21]([N:19]([CH3:20])[CH2:18][CH2:17][C@H:14]2[CH2:13][CH2:12][C@H:11]([C:9]([N:7]([CH3:8])[CH2:6][CH2:5][C:4]([OH:31])=[O:3])=[O:10])[CH2:16][CH2:15]2)=[O:22])=[CH:25][CH:26]=1. The catalyst class is: 1. (8) The catalyst class is: 5. Product: [CH:19]1([N:25]2[CH2:30][CH2:29][N:28]([CH2:1][C:3]3[CH:18]=[CH:17][C:6]([O:7][C:8]4[CH:16]=[CH:15][C:11]([C:12]([NH2:14])=[O:13])=[CH:10][N:9]=4)=[CH:5][CH:4]=3)[CH2:27][CH2:26]2)[CH2:24][CH2:23][CH2:22][CH2:21][CH2:20]1. Reactant: [CH:1]([C:3]1[CH:18]=[CH:17][C:6]([O:7][C:8]2[CH:16]=[CH:15][C:11]([C:12]([NH2:14])=[O:13])=[CH:10][N:9]=2)=[CH:5][CH:4]=1)=O.[CH:19]1([N:25]2[CH2:30][CH2:29][NH:28][CH2:27][CH2:26]2)[CH2:24][CH2:23][CH2:22][CH2:21][CH2:20]1.[BH4-].[Na+]. (9) Reactant: [CH3:1][C:2]([OH:6])([C:4]#[CH:5])[CH3:3].C1CCN2C(=NCCC2)CC1.FC(F)(F)C(OC(=O)C(F)(F)F)=O.[Cl:31][C:32]1[CH:33]=[C:34](O)[CH:35]=[CH:36][C:37]=1[Cl:38]. Product: [Cl:31][C:32]1[CH:33]=[CH:34][C:35]([O:6][C:2]([CH3:3])([CH3:1])[C:4]#[CH:5])=[CH:36][C:37]=1[Cl:38]. The catalyst class is: 10.